This data is from Reaction yield outcomes from USPTO patents with 853,638 reactions. The task is: Predict the reaction yield, written as a fraction of the theoretical maximum amount of product (1.0 means a 100% yield; for example, 0.34 means a 34% yield). (1) The reactants are Cl[CH2:2][CH2:3][CH2:4][CH2:5][C:6]1([C:10]([O:12][CH2:13][CH3:14])=[O:11])[CH2:9][CH2:8][CH2:7]1.[Na+].[I-:16]. No catalyst specified. The product is [I:16][CH2:2][CH2:3][CH2:4][CH2:5][C:6]1([C:10]([O:12][CH2:13][CH3:14])=[O:11])[CH2:9][CH2:8][CH2:7]1. The yield is 0.990. (2) The reactants are [C:1]([O:5][C:6]([N:8]1[CH2:13][CH2:12][CH:11]([C:14]([C:18]2[S:19][CH:20]=[CH:21][C:22]=2Br)=[N:15][NH:16][CH3:17])[CH2:10][CH2:9]1)=[O:7])([CH3:4])([CH3:3])[CH3:2]. The catalyst is COC(O)C.[Cu]I. The product is [C:1]([O:5][C:6]([N:8]1[CH2:13][CH2:12][CH:11]([C:14]2[C:18]3[S:19][CH:20]=[CH:21][C:22]=3[N:16]([CH3:17])[N:15]=2)[CH2:10][CH2:9]1)=[O:7])([CH3:4])([CH3:3])[CH3:2]. The yield is 0.680. (3) The reactants are CC(C)([O-])C.[K+].[C:7]([O:11][C:12](=[O:31])[NH:13][C:14]([CH3:30])([CH3:29])[CH2:15][N:16]([C:25](=[O:28])[CH2:26]Br)[C:17]1[CH:22]=[C:21]([F:23])[CH:20]=[CH:19][C:18]=1[Cl:24])([CH3:10])([CH3:9])[CH3:8].[Cl-].[NH4+]. The catalyst is O1CCCC1.O. The product is [C:7]([O:11][C:12]([N:13]1[CH2:26][C:25](=[O:28])[N:16]([C:17]2[CH:22]=[C:21]([F:23])[CH:20]=[CH:19][C:18]=2[Cl:24])[CH2:15][C:14]1([CH3:30])[CH3:29])=[O:31])([CH3:10])([CH3:9])[CH3:8]. The yield is 0.640. (4) The catalyst is C1COCC1. The reactants are [NH2:1][C@@H:2]1[CH2:6][CH2:5][N:4]([C:7]2[C:16]3[C:11](=[CH:12][C:13]([CH3:17])=[CH:14][CH:15]=3)[N:10]=[C:9]([C:18]3[C:23]([F:24])=[CH:22][CH:21]=[CH:20][C:19]=3[OH:25])[N:8]=2)[CH2:3]1.C(N(CC)CC)C.Cl[C:34]([O:36][CH2:37][CH2:38][O:39][CH3:40])=[O:35]. The yield is 0.500. The product is [F:24][C:23]1[CH:22]=[CH:21][CH:20]=[C:19]([OH:25])[C:18]=1[C:9]1[N:8]=[C:7]([N:4]2[CH2:5][CH2:6][C@@H:2]([NH:1][C:34](=[O:35])[O:36][CH2:37][CH2:38][O:39][CH3:40])[CH2:3]2)[C:16]2[C:11](=[CH:12][C:13]([CH3:17])=[CH:14][CH:15]=2)[N:10]=1. (5) The reactants are [F:1][C@H:2]([CH2:13][CH2:14][C:15]1[N:16]=[N:17][C:18](I)=[CH:19][CH:20]=1)[CH2:3][N:4]1[CH:8]=[C:7]([C:9]([NH:11][CH3:12])=[O:10])[N:6]=[N:5]1.FC(F)(F)C(O)=O.[F:29][C:30]([F:48])([F:47])[O:31][C:32]1[CH:33]=[C:34]([N:38]2[CH:42]=[C:41]([CH2:43][C:44]([NH2:46])=[O:45])[N:40]=[CH:39]2)[CH:35]=[CH:36][CH:37]=1.C([O-])([O-])=O.[Cs+].[Cs+].CC1(C)C2C(=C(P(C3C=CC=CC=3)C3C=CC=CC=3)C=CC=2)OC2C(P(C3C=CC=CC=3)C3C=CC=CC=3)=CC=CC1=2. The catalyst is O1CCOCC1. The product is [F:1][C@H:2]([CH2:13][CH2:14][C:15]1[N:16]=[N:17][C:18]([NH:46][C:44](=[O:45])[CH2:43][C:41]2[N:40]=[CH:39][N:38]([C:34]3[CH:35]=[CH:36][CH:37]=[C:32]([O:31][C:30]([F:48])([F:29])[F:47])[CH:33]=3)[CH:42]=2)=[CH:19][CH:20]=1)[CH2:3][N:4]1[CH:8]=[C:7]([C:9]([NH:11][CH3:12])=[O:10])[N:6]=[N:5]1. The yield is 0.290.